Dataset: Reaction yield outcomes from USPTO patents with 853,638 reactions. Task: Predict the reaction yield, written as a fraction of the theoretical maximum amount of product (1.0 means a 100% yield; for example, 0.34 means a 34% yield). (1) The reactants are Cl[C:2]1[N:7]([C:8]2[CH:13]=[C:12]([O:14][C:15]3[N:20]=[CH:19][CH:18]=[CH:17][N:16]=3)[C:11]([Cl:21])=[CH:10][C:9]=2[F:22])[C:6](=[O:23])[CH:5]=[C:4]([C:24]([F:27])([F:26])[F:25])[N:3]=1.[CH3:28][C:29](=[N:31][OH:32])[CH3:30].C(=O)([O-])[O-].[K+].[K+].O1CCCC1. The catalyst is [Cl-].[Na+].O. The product is [Cl:21][C:11]1[C:12]([O:14][C:15]2[N:20]=[CH:19][CH:18]=[CH:17][N:16]=2)=[CH:13][C:8]([N:7]2[C:6](=[O:23])[CH:5]=[C:4]([C:24]([F:27])([F:26])[F:25])[N:3]=[C:2]2[O:32][N:31]=[C:29]([CH3:30])[CH3:28])=[C:9]([F:22])[CH:10]=1. The yield is 0.933. (2) The product is [CH3:1][C:2]1[N:3]=[C:4]([NH:7][C:9]2[CH:14]=[C:13]([O:15][CH:16]3[C:25]4[C:20](=[CH:21][CH:22]=[CH:23][CH:24]=4)[CH2:19][CH2:18][CH2:17]3)[CH:12]=[CH:11][N:10]=2)[S:5][CH:6]=1. The catalyst is C1C=CC(/C=C/C(/C=C/C2C=CC=CC=2)=O)=CC=1.C1C=CC(/C=C/C(/C=C/C2C=CC=CC=2)=O)=CC=1.C1C=CC(/C=C/C(/C=C/C2C=CC=CC=2)=O)=CC=1.[Pd].[Pd].C1(P(C2C=CC=CC=2)C2C3OC4C(=CC=CC=4P(C4C=CC=CC=4)C4C=CC=CC=4)C(C)(C)C=3C=CC=2)C=CC=CC=1. The yield is 0.683. The reactants are [CH3:1][C:2]1[N:3]=[C:4]([NH2:7])[S:5][CH:6]=1.Cl[C:9]1[CH:14]=[C:13]([O:15][CH:16]2[C:25]3[C:20](=[CH:21][CH:22]=[CH:23][CH:24]=3)[CH2:19][CH2:18][CH2:17]2)[CH:12]=[CH:11][N:10]=1.P([O-])([O-])([O-])=O.[K+].[K+].[K+]. (3) The reactants are C1(C)C=CC(S([O:10][S:11]([C:14]2[CH:19]=[CH:18][C:17]([CH3:20])=[CH:16][CH:15]=2)(=[O:13])=[O:12])(=O)=O)=CC=1.[F:22][CH2:23][CH:24](O)[CH3:25].C(N(CC)CC)C. The catalyst is CN(C)C1C=CN=CC=1.ClCCl. The product is [F:22][CH2:23][CH:24]([O:10][S:11]([C:14]1[CH:15]=[CH:16][C:17]([CH3:20])=[CH:18][CH:19]=1)(=[O:13])=[O:12])[CH3:25]. The yield is 0.800. (4) The reactants are [F:1][C:2]([F:39])([F:38])[C:3]1[CH:4]=[C:5]([CH:31]=[C:32]([C:34]([F:37])([F:36])[F:35])[CH:33]=1)[CH2:6][N:7]([CH2:14][C:15]1[CH:16]=[C:17]2[C:28]([CH3:29])=[N:27][N:26]([CH3:30])[C:18]2=[N:19][C:20]=1[NH:21][CH2:22][CH:23]1[CH2:25][CH2:24]1)[C:8]1[N:9]=[N:10][N:11]([CH3:13])[N:12]=1.C(N(CC)CC)C.[CH:47]1([C:50](Cl)=[O:51])[CH2:49][CH2:48]1. The catalyst is C1COCC1.C(OCC)(=O)C. The product is [F:38][C:2]([F:1])([F:39])[C:3]1[CH:4]=[C:5]([CH:31]=[C:32]([C:34]([F:35])([F:36])[F:37])[CH:33]=1)[CH2:6][N:7]([CH2:14][C:15]1[CH:16]=[C:17]2[C:28]([CH3:29])=[N:27][N:26]([CH3:30])[C:18]2=[N:19][C:20]=1[N:21]([CH2:22][CH:23]1[CH2:24][CH2:25]1)[C:50]([CH:47]1[CH2:49][CH2:48]1)=[O:51])[C:8]1[N:9]=[N:10][N:11]([CH3:13])[N:12]=1. The yield is 0.525. (5) The reactants are [Br:1][C:2]1[CH:3]=[C:4]2[C:8](=[CH:9][CH:10]=1)[N:7]([S:11]([C:14]1[CH:19]=[CH:18][C:17]([O:20][CH3:21])=[CH:16][CH:15]=1)(=[O:13])=[O:12])[CH:6]=[C:5]2[OH:22].C(=O)([O-])[O-].[K+].[K+].[CH3:29][O:30][C:31](=[O:34])[CH2:32]Br. The catalyst is C(#N)C. The product is [CH3:29][O:30][C:31](=[O:34])[CH2:32][O:22][C:5]1[C:4]2[C:8](=[CH:9][CH:10]=[C:2]([Br:1])[CH:3]=2)[N:7]([S:11]([C:14]2[CH:15]=[CH:16][C:17]([O:20][CH3:21])=[CH:18][CH:19]=2)(=[O:13])=[O:12])[CH:6]=1. The yield is 0.470. (6) The reactants are N[C:2]1[CH:3]=[CH:4][CH:5]=[C:6]2[C:11]=1[C:10](=[O:12])[NH:9][C:8](=[O:13])[C:7]2([CH3:15])[CH3:14]. The catalyst is C(OC(=O)C)(=O)C. The product is [C:10]([NH:9][C:3]1[CH:2]=[C:11]2[C:6]([C:7]([CH3:15])([CH3:14])[C:8](=[O:13])[NH:9][C:10]2=[O:12])=[CH:5][CH:4]=1)(=[O:12])[CH3:11]. The yield is 0.860.